From a dataset of NCI-60 drug combinations with 297,098 pairs across 59 cell lines. Regression. Given two drug SMILES strings and cell line genomic features, predict the synergy score measuring deviation from expected non-interaction effect. Drug 1: C1CCN(CC1)CCOC2=CC=C(C=C2)C(=O)C3=C(SC4=C3C=CC(=C4)O)C5=CC=C(C=C5)O. Drug 2: N.N.Cl[Pt+2]Cl. Cell line: MALME-3M. Synergy scores: CSS=-1.32, Synergy_ZIP=8.30, Synergy_Bliss=5.46, Synergy_Loewe=0.517, Synergy_HSA=1.87.